This data is from Forward reaction prediction with 1.9M reactions from USPTO patents (1976-2016). The task is: Predict the product of the given reaction. (1) The product is: [CH:9]1([C:12]2[NH:16][C:15]3[CH:17]=[C:18]([C:29]4[C:30]([CH3:35])=[N:31][O:32][C:33]=4[CH3:34])[CH:19]=[C:20]([C:21]([C:23]4[CH:28]=[CH:27][CH:26]=[CH:25][CH:24]=4)([C:3]4[CH:2]=[N:1][CH:6]=[CH:5][CH:4]=4)[OH:22])[C:14]=3[N:13]=2)[CH2:10][CH2:11]1. Given the reactants [N:1]1[CH:6]=[CH:5][CH:4]=[C:3]([Mg]Br)[CH:2]=1.[CH:9]1([C:12]2[NH:16][C:15]3[CH:17]=[C:18]([C:29]4[C:30]([CH3:35])=[N:31][O:32][C:33]=4[CH3:34])[CH:19]=[C:20]([C:21]([C:23]4[CH:28]=[CH:27][CH:26]=[CH:25][CH:24]=4)=[O:22])[C:14]=3[N:13]=2)[CH2:11][CH2:10]1, predict the reaction product. (2) The product is: [N:28]1([C:25]2[CH:26]=[CH:27][C:22]([C:19]3[CH:20]=[C:21]4[C:13]([C:11]5[CH:10]=[N:9][N:8]([CH2:7][C:3]6[CH:2]=[N:1][CH:6]=[CH:5][CH:4]=6)[CH:12]=5)=[CH:14][NH:15][C:16]4=[N:17][CH:18]=3)=[CH:23][CH:24]=2)[CH2:29][CH2:30][NH:31][CH2:32][CH2:33]1. Given the reactants [N:1]1[CH:6]=[CH:5][CH:4]=[C:3]([CH2:7][N:8]2[CH:12]=[C:11]([C:13]3[C:21]4[C:16](=[N:17][CH:18]=[C:19]([C:22]5[CH:27]=[CH:26][C:25]([N:28]6[CH2:33][CH2:32][N:31](C(OC(C)(C)C)=O)[CH2:30][CH2:29]6)=[CH:24][CH:23]=5)[CH:20]=4)[NH:15][CH:14]=3)[CH:10]=[N:9]2)[CH:2]=1.Cl, predict the reaction product. (3) Given the reactants Cl.[Cl:2][C:3]1[CH:8]=[C:7]([Cl:9])[CH:6]=[CH:5][C:4]=1[S:10]([NH:13][CH2:14][CH2:15][N:16]1[CH2:21][CH2:20][N:19](C(OC(C)(C)C)=O)[CH2:18][CH2:17]1)(=[O:12])=[O:11], predict the reaction product. The product is: [ClH:2].[Cl:2][C:3]1[CH:8]=[C:7]([Cl:9])[CH:6]=[CH:5][C:4]=1[S:10]([NH:13][CH2:14][CH2:15][N:16]1[CH2:21][CH2:20][NH:19][CH2:18][CH2:17]1)(=[O:12])=[O:11]. (4) Given the reactants [Cl:1][C:2]1[CH:3]=[N:4][CH:5]=[C:6]([Cl:42])[C:7]=1[C:8](=[O:41])[CH2:9][N:10]([CH2:32][C:33]1[CH:38]=[C:37]([F:39])[CH:36]=[C:35]([F:40])[CH:34]=1)[C:11]([C:13]1[CH:14]=[N:15][N:16]([C@H:21]2[CH2:26][CH2:25][C@H:24]([C:27]([O:29]CC)=[O:28])[CH2:23][CH2:22]2)[C:17]=1[CH:18]([F:20])[F:19])=[O:12].Cl.O, predict the reaction product. The product is: [Cl:42][C:6]1[CH:5]=[N:4][CH:3]=[C:2]([Cl:1])[C:7]=1[C:8](=[O:41])[CH2:9][N:10]([CH2:32][C:33]1[CH:38]=[C:37]([F:39])[CH:36]=[C:35]([F:40])[CH:34]=1)[C:11]([C:13]1[CH:14]=[N:15][N:16]([C@H:21]2[CH2:26][CH2:25][C@H:24]([C:27]([OH:29])=[O:28])[CH2:23][CH2:22]2)[C:17]=1[CH:18]([F:19])[F:20])=[O:12]. (5) Given the reactants Br[CH2:2][CH2:3][CH2:4][CH2:5][CH2:6][CH2:7][CH2:8][CH2:9][CH2:10][CH3:11].[CH3:12][NH2:13], predict the reaction product. The product is: [CH3:12][NH:13][CH2:2][CH2:3][CH2:4][CH2:5][CH2:6][CH2:7][CH2:8][CH2:9][CH2:10][CH3:11].